This data is from Catalyst prediction with 721,799 reactions and 888 catalyst types from USPTO. The task is: Predict which catalyst facilitates the given reaction. Reactant: [CH3:1][Si:2]([CH3:9])([CH3:8])[C:3]1[S:4][CH:5]=[CH:6][N:7]=1.[Li]CCCC.[N+:15]([C:18]1[CH:27]=[CH:26][CH:25]=[CH:24][C:19]=1[C:20](OC)=[O:21])([O-:17])=[O:16]. Product: [N+:15]([C:18]1[CH:27]=[CH:26][CH:25]=[CH:24][C:19]=1[C:20]([C:5]1[S:4][C:3]([Si:2]([CH3:9])([CH3:8])[CH3:1])=[N:7][CH:6]=1)=[O:21])([O-:17])=[O:16]. The catalyst class is: 1.